This data is from Full USPTO retrosynthesis dataset with 1.9M reactions from patents (1976-2016). The task is: Predict the reactants needed to synthesize the given product. (1) Given the product [CH3:1][C:2]1[CH:7]=[CH:6][C:5]([S:8]([CH3:11])(=[O:9])=[O:10])=[CH:4][C:3]=1[C:12]1[C:13]2[CH:20]=[C:19]([CH2:21][O:22][C:23]3[CH:24]=[CH:25][C:26]([C@@H:29]([C:36]#[C:37][CH3:38])[CH2:30][C:31]([OH:33])=[O:32])=[CH:27][CH:28]=3)[CH:18]=[CH:17][C:14]=2[S:15][CH:16]=1, predict the reactants needed to synthesize it. The reactants are: [CH3:1][C:2]1[CH:7]=[CH:6][C:5]([S:8]([CH3:11])(=[O:10])=[O:9])=[CH:4][C:3]=1[C:12]1[C:13]2[CH:20]=[C:19]([CH2:21][O:22][C:23]3[CH:28]=[CH:27][C:26]([C@@H:29]([C:36]#[C:37][CH3:38])[CH2:30][C:31]([O:33]CC)=[O:32])=[CH:25][CH:24]=3)[CH:18]=[CH:17][C:14]=2[S:15][CH:16]=1.[Li+].[OH-].Cl. (2) The reactants are: [C:1]([O:10][CH3:11])(=[O:9])[C:2]1[C:3](=[CH:5][CH:6]=[CH:7][CH:8]=1)[NH2:4].C([O-])([O-])=O.[K+].[K+].[Cl:18][CH2:19][C:20](Cl)=[O:21]. Given the product [CH3:11][O:10][C:1](=[O:9])[C:2]1[CH:8]=[CH:7][CH:6]=[CH:5][C:3]=1[NH:4][C:20](=[O:21])[CH2:19][Cl:18], predict the reactants needed to synthesize it. (3) Given the product [CH2:27]([N:29]([CH2:30][CH2:31][CH2:32][S:33]([CH2:35][CH2:36][CH2:37][C:38]([F:44])([F:43])[C:39]([F:42])([F:41])[F:40])=[O:34])[CH2:2][CH2:3][CH2:4][CH2:5][CH2:6][CH2:7][C:8]1[C:14]2[CH:15]=[CH:16][C:17]([OH:19])=[CH:18][C:13]=2[CH2:12][CH2:11][CH2:10][C:9]=1[C:20]1[CH:25]=[CH:24][CH:23]=[C:22]([OH:26])[CH:21]=1)[CH3:28], predict the reactants needed to synthesize it. The reactants are: Br[CH2:2][CH2:3][CH2:4][CH2:5][CH2:6][CH2:7][C:8]1[C:14]2[CH:15]=[CH:16][C:17]([OH:19])=[CH:18][C:13]=2[CH2:12][CH2:11][CH2:10][C:9]=1[C:20]1[CH:25]=[CH:24][CH:23]=[C:22]([OH:26])[CH:21]=1.[CH2:27]([NH:29][CH2:30][CH2:31][CH2:32][S:33]([CH2:35][CH2:36][CH2:37][C:38]([F:44])([F:43])[C:39]([F:42])([F:41])[F:40])=[O:34])[CH3:28]. (4) Given the product [OH:50][C:43]1([C:40]2[N:41]=[CH:42][C:37]([C:16]3[CH:15]=[CH:14][C:13]([C@@H:11]([N:7]4[CH2:6][CH2:5][C@:4]([CH2:3][C:2]([OH:1])([CH3:34])[CH3:35])([C:28]5[CH:33]=[CH:32][CH:31]=[CH:30][CH:29]=5)[O:9][C:8]4=[O:10])[CH3:12])=[CH:18][CH:17]=3)=[CH:38][CH:39]=2)[CH2:47][CH2:46][N:45]([CH3:48])[C:44]1=[O:49], predict the reactants needed to synthesize it. The reactants are: [OH:1][C:2]([CH3:35])([CH3:34])[CH2:3][C@@:4]1([C:28]2[CH:33]=[CH:32][CH:31]=[CH:30][CH:29]=2)[O:9][C:8](=[O:10])[N:7]([C@H:11]([C:13]2[CH:18]=[CH:17][C:16](B3OC(C)(C)C(C)(C)O3)=[CH:15][CH:14]=2)[CH3:12])[CH2:6][CH2:5]1.Br[C:37]1[CH:38]=[CH:39][C:40]([C:43]2([OH:50])[CH2:47][CH2:46][N:45]([CH3:48])[C:44]2=[O:49])=[N:41][CH:42]=1. (5) Given the product [CH3:1][O:2][CH2:3][CH2:4][S:5][C:6]1[CH:11]=[CH:10][CH:9]=[CH:8][C:7]=1[CH2:12][NH:13][C:21](=[O:22])[O:23][C:24]([CH3:27])([CH3:26])[CH3:25], predict the reactants needed to synthesize it. The reactants are: [CH3:1][O:2][CH2:3][CH2:4][S:5][C:6]1[CH:11]=[CH:10][CH:9]=[CH:8][C:7]=1[CH2:12][NH2:13].C(N(CC)CC)C.[C:21](O[C:21]([O:23][C:24]([CH3:27])([CH3:26])[CH3:25])=[O:22])([O:23][C:24]([CH3:27])([CH3:26])[CH3:25])=[O:22]. (6) Given the product [NH2:7][C@@H:8]([CH2:9][CH2:10][CH2:11][CH3:12])[CH:13]([C:14]1([C:20]2[CH:25]=[CH:24][CH:23]=[CH:22][CH:21]=2)[S:15][CH2:16][CH2:17][CH2:18][S:19]1)[OH:26], predict the reactants needed to synthesize it. The reactants are: C(OC(=O)[NH:7][CH:8]([CH:13]([OH:26])[C:14]1([C:20]2[CH:25]=[CH:24][CH:23]=[CH:22][CH:21]=2)[S:19][CH2:18][CH2:17][CH2:16][S:15]1)[CH2:9][CH2:10][CH2:11][CH3:12])(C)(C)C.Cl. (7) Given the product [CH3:1][C:2]1[C:10]([N+:11]([O-:13])=[O:12])=[CH:9][CH:8]=[CH:7][C:3]=1[C:4]([Cl:16])=[O:5], predict the reactants needed to synthesize it. The reactants are: [CH3:1][C:2]1[C:10]([N+:11]([O-:13])=[O:12])=[CH:9][CH:8]=[CH:7][C:3]=1[C:4](O)=[O:5].S(Cl)([Cl:16])=O.